From a dataset of Reaction yield outcomes from USPTO patents with 853,638 reactions. Predict the reaction yield, written as a fraction of the theoretical maximum amount of product (1.0 means a 100% yield; for example, 0.34 means a 34% yield). (1) The reactants are [CH3:1][NH2:2].[C:3]1([N:13]=[C:14]=[O:15])[C:12]2[C:7](=[CH:8][CH:9]=[CH:10][CH:11]=2)[CH:6]=[CH:5][CH:4]=1. The catalyst is C(#N)C. The product is [CH3:1][NH:2][C:14]([NH:13][C:3]1[C:12]2[C:7](=[CH:8][CH:9]=[CH:10][CH:11]=2)[CH:6]=[CH:5][CH:4]=1)=[O:15]. The yield is 0.880. (2) The reactants are [Cl-].O[NH3+:3].[C:4](=[O:7])([O-])[OH:5].[Na+].CS(C)=O.[CH2:13]([C:17]1[N:18]=[C:19]([CH3:50])[N:20]([C:39]2[CH:40]=[CH:41][C:42]3[O:46][C:45]([CH3:48])([CH3:47])[CH2:44][C:43]=3[CH:49]=2)[C:21](=[O:38])[C:22]=1[CH2:23][C:24]1[CH:29]=[CH:28][C:27]([C:30]2[C:31]([C:36]#[N:37])=[CH:32][CH:33]=[CH:34][CH:35]=2)=[CH:26][CH:25]=1)[CH2:14][CH2:15][CH3:16]. The catalyst is O.C(OCC)(=O)C. The product is [CH2:13]([C:17]1[N:18]=[C:19]([CH3:50])[N:20]([C:39]2[CH:40]=[CH:41][C:42]3[O:46][C:45]([CH3:48])([CH3:47])[CH2:44][C:43]=3[CH:49]=2)[C:21](=[O:38])[C:22]=1[CH2:23][C:24]1[CH:25]=[CH:26][C:27]([C:30]2[CH:35]=[CH:34][CH:33]=[CH:32][C:31]=2[C:36]2[NH:3][C:4](=[O:7])[O:5][N:37]=2)=[CH:28][CH:29]=1)[CH2:14][CH2:15][CH3:16]. The yield is 0.610. (3) The reactants are [CH3:1][C:2]1([CH3:22])[C:7](=[O:8])[NH:6][C:5]2[CH:9]=[CH:10][C:11]([N:13]([S:18]([CH3:21])(=[O:20])=[O:19])[S:14]([CH3:17])(=[O:16])=[O:15])=[CH:12][C:4]=2[O:3]1.[F:23][C:24]1[CH:29]=[CH:28][C:27](B2OB([C:27]3[CH:28]=[CH:29][C:24]([F:23])=[CH:25][CH:26]=3)OB([C:27]3[CH:28]=[CH:29][C:24]([F:23])=[CH:25][CH:26]=3)O2)=[CH:26][CH:25]=1.C(N(CCCC)CCCC)CCC.Cl. The catalyst is CN(C)C1C=CN=CC=1.O.C([O-])(=O)C.[Cu+2].C([O-])(=O)C.CO.CS(C)=O. The product is [F:23][C:24]1[CH:29]=[CH:28][C:27]([N:6]2[C:5]3[CH:9]=[CH:10][C:11]([N:13]([S:18]([CH3:21])(=[O:19])=[O:20])[S:14]([CH3:17])(=[O:16])=[O:15])=[CH:12][C:4]=3[O:3][C:2]([CH3:22])([CH3:1])[C:7]2=[O:8])=[CH:26][CH:25]=1. The yield is 0.890. (4) The reactants are FC1C=CC(C)=C2C=1[CH:4]=[C:5]([NH2:13])[N:6]=C2.C(OCC(COCC)C(=N)C(=N)[CH2:21][C:22]1[CH:27]=[C:26]([C:28]([F:31])([F:30])[F:29])[CH:25]=[C:24]([F:32])[CH:23]=1)C. No catalyst specified. The product is [F:32][C:24]1[CH:23]=[C:22]2[C:27]([CH:4]=[C:5]([NH2:13])[N:6]=[CH:21]2)=[C:26]([C:28]([F:29])([F:30])[F:31])[CH:25]=1. The yield is 0.694. (5) The yield is 0.910. The reactants are [C:1]([NH:9][CH:10]([C:16](=[O:18])[CH3:17])[C:11]([O:13][CH2:14][CH3:15])=[O:12])(=O)[C:2]1[CH:7]=[CH:6][CH:5]=[CH:4][CH:3]=1. The catalyst is P(Cl)(Cl)(Cl)=O. The product is [CH3:17][C:16]1[O:18][C:1]([C:2]2[CH:3]=[CH:4][CH:5]=[CH:6][CH:7]=2)=[N:9][C:10]=1[C:11]([O:13][CH2:14][CH3:15])=[O:12]. (6) The reactants are [C:1]1([C:20]2[CH:25]=[CH:24][CH:23]=[CH:22][CH:21]=2)[CH:6]=[CH:5][C:4]([C@@H:7]2[CH2:12][CH2:11][NH:10][CH2:9][C@H:8]2[NH:13][S:14]([CH:17]([CH3:19])[CH3:18])(=[O:16])=[O:15])=[CH:3][CH:2]=1.[CH:26](=O)[CH3:27].[BH-](OC(C)=O)(OC(C)=O)OC(C)=O.[Na+]. The catalyst is ClCCCl. The product is [C:1]1([C:20]2[CH:21]=[CH:22][CH:23]=[CH:24][CH:25]=2)[CH:2]=[CH:3][C:4]([C@@H:7]2[CH2:12][CH2:11][N:10]([CH2:26][CH3:27])[CH2:9][C@H:8]2[NH:13][S:14]([CH:17]([CH3:19])[CH3:18])(=[O:16])=[O:15])=[CH:5][CH:6]=1. The yield is 0.780. (7) The reactants are [N:1]1([S:7]([C:10]2[CH:16]=[CH:15][C:13]([NH2:14])=[CH:12][CH:11]=2)(=[O:9])=[O:8])[CH2:6][CH2:5][O:4][CH2:3][CH2:2]1.P(=O)(O)(O)O.[N+]([O-])(O)=O.[N:26]([O-])=O.[Na+].[CH3:30][C:31](=[O:36])[CH2:32][C:33](=[O:35])[CH3:34].C([O-])(=O)C.[K+].C([O-])([O-])=O.[Na+].[Na+]. The catalyst is C(O)C. The product is [N:1]1([S:7]([C:10]2[CH:16]=[CH:15][C:13]([NH:14][N:26]=[C:32]([C:31](=[O:36])[CH3:30])[C:33](=[O:35])[CH3:34])=[CH:12][CH:11]=2)(=[O:9])=[O:8])[CH2:2][CH2:3][O:4][CH2:5][CH2:6]1. The yield is 0.860.